This data is from Forward reaction prediction with 1.9M reactions from USPTO patents (1976-2016). The task is: Predict the product of the given reaction. (1) Given the reactants [H-].[Na+].[CH3:3][C:4]1[S:5][CH:6]=[C:7]([CH2:9][C:10]([O:12][CH2:13][CH3:14])=[O:11])[N:8]=1.[C:15](OCC)(=[O:17])[CH3:16], predict the reaction product. The product is: [CH3:3][C:4]1[S:5][CH:6]=[C:7]([CH:9]([C:15]([CH3:16])=[O:17])[C:10]([O:12][CH2:13][CH3:14])=[O:11])[N:8]=1. (2) Given the reactants O=[CH:2][C@@H:3]([C@H:5]([C@@H]([C@@H](CO)O)O)O)O.[NH2:13][C@H:14]([C:20](O)=O)[CH2:15][CH2:16][C:17](=O)[NH2:18].C([O-])(=O)C(C)=O.[Na+].N[C@H](C(N[C@H](C(O)=O)CCC(=O)N)=O)C.CC1(C)S[C@@H]2[C@H](NC(CC3C=CC=CC=3)=O)C(=O)N2[C@H]1C([O-])=O.[K+].C[C@@H]1O[C@@H](O[C@H]2[C@H](O)[C@@H](O)[C@H](NC(N)=N)[C@@H](O)[C@@H]2NC(N)=N)[C@H](O[C@@H]2O[C@@H](CO)[C@H](O)[C@@H](O)[C@@H]2NC)[C@@]1(O)C=O, predict the reaction product. The product is: [NH:13]1[C:14]2[C:15](=[CH:2][CH:3]=[CH:5][CH:20]=2)[CH:16]=[C:17]1[NH2:18]. (3) Given the reactants Cl.[OH:2][C:3]1[CH:8]=[CH:7][C:6]([C:9](=O)[CH2:10][CH3:11])=[CH:5][C:4]=1[CH3:13].Cl.[CH3:15][O:16][NH2:17].C(=O)(O)[O-].[Na+], predict the reaction product. The product is: [CH3:13][C:4]1[CH:5]=[C:6]([C:9](=[N:17][O:16][CH3:15])[CH2:10][CH3:11])[CH:7]=[CH:8][C:3]=1[OH:2]. (4) Given the reactants [Cl:1][C:2]1[CH:3]=[C:4]2[C:8](=[CH:9][CH:10]=1)[N:7]([CH2:11][C:12]1[CH:17]=[CH:16][C:15]([C:18]([F:21])([F:20])[F:19])=[CH:14][CH:13]=1)[C:6]([C:22]([CH:24]([CH2:36][CH2:37][CH3:38])[CH2:25][C:26]1[CH:35]=[CH:34][C:29]([C:30]([O:32]C)=O)=[CH:28][CH:27]=1)=[O:23])=[CH:5]2.[Li+].[OH-:40].C(Cl)CCl.C1C=CC2N([OH:54])N=NC=2C=1.[NH2:55][C:56]1[NH:60][N:59]=[N:58][N:57]=1.CCN(C(C)C)C(C)C, predict the reaction product. The product is: [C:15]([OH:54])([C:18]([F:21])([F:20])[F:19])=[O:40].[Cl:1][C:2]1[CH:3]=[C:4]2[C:8](=[CH:9][CH:10]=1)[N:7]([CH2:11][C:12]1[CH:17]=[CH:16][C:15]([C:18]([F:21])([F:20])[F:19])=[CH:14][CH:13]=1)[C:6]([C:22]([CH:24]([CH2:36][CH2:37][CH3:38])[CH2:25][C:26]1[CH:27]=[CH:28][C:29]([C:30]([NH:55][C:56]3[NH:60][N:59]=[N:58][N:57]=3)=[O:32])=[CH:34][CH:35]=1)=[O:23])=[CH:5]2. (5) Given the reactants [Br:1][C:2]1[CH:3]=[CH:4][C:5]2[CH2:12][N:11](C(=O)C)[C:10]3[CH:16]=[CH:17][CH:18]=[CH:19][C:9]=3[CH:8]([OH:20])[CH2:7][C:6]=2[CH:21]=1, predict the reaction product. The product is: [Br:1][C:2]1[CH:3]=[CH:4][C:5]2[CH2:12][NH:11][C:10]3[CH:16]=[CH:17][CH:18]=[CH:19][C:9]=3[C:8](=[O:20])[CH2:7][C:6]=2[CH:21]=1. (6) Given the reactants [CH3:1][O:2][C:3]1[CH:4]=[C:5]2[CH2:14][CH:13]([CH2:15][CH:16]3[CH2:21][CH2:20][N:19]([CH2:22][C:23]4[CH:24]=[CH:25][CH:26]=[CH:27][CH:28]=4)[CH2:18][CH2:17]3)[C:11](=[O:12])[C:6]2=[CH:7][C:8]=1[O:9][CH3:10].[C:29]([OH:36])(=[O:35])/[CH:30]=[CH:31]\[C:32]([OH:34])=[O:33].C, predict the reaction product. The product is: [CH3:1][O:2][C:3]1[CH:4]=[C:5]2[CH2:14][CH:13]([CH2:15][CH:16]3[CH2:17][CH2:18][N:19]([CH2:22][C:23]4[CH:28]=[CH:27][CH:26]=[CH:25][CH:24]=4)[CH2:20][CH2:21]3)[C:11](=[O:12])[C:6]2=[CH:7][C:8]=1[O:9][CH3:10].[C:29]([O-:36])(=[O:35])/[CH:30]=[CH:31]\[C:32]([O-:34])=[O:33]. (7) The product is: [CH:25]1([CH2:28][NH:29][C:30]([NH:31][C:32]2[CH:33]=[CH:34][C:35]([C:36]([N:19]3[CH2:20][CH2:21][N:16]([CH2:15][C:12]4[CH:11]=[CH:10][C:9]([C:3]([OH:8])([C:4]([F:7])([F:6])[F:5])[C:2]([F:23])([F:1])[F:24])=[CH:14][CH:13]=4)[CH2:17][C@H:18]3[CH3:22])=[O:37])=[CH:39][CH:40]=2)=[O:41])[CH2:27][CH2:26]1. Given the reactants [F:1][C:2]([F:24])([F:23])[C:3]([C:9]1[CH:14]=[CH:13][C:12]([CH2:15][N:16]2[CH2:21][CH2:20][NH:19][C@H:18]([CH3:22])[CH2:17]2)=[CH:11][CH:10]=1)([OH:8])[C:4]([F:7])([F:6])[F:5].[CH:25]1([CH2:28][NH:29][C:30](=[O:41])[NH:31][C:32]2[CH:40]=[CH:39][C:35]([C:36](O)=[O:37])=[CH:34][CH:33]=2)[CH2:27][CH2:26]1.C(N(CC)CC)C.CCCP1(OP(CCC)(=O)OP(CCC)(=O)O1)=O, predict the reaction product. (8) The product is: [C:20]1([C:7]2[CH2:12][O:11][CH2:10][CH2:9][C:8]=2[C:13]([O:15][CH2:16][CH3:17])=[O:14])[CH:25]=[CH:24][CH:23]=[CH:22][CH:21]=1. Given the reactants FC(F)(F)S(O[C:7]1[CH2:12][O:11][CH2:10][CH2:9][C:8]=1[C:13]([O:15][CH2:16][CH3:17])=[O:14])(=O)=O.[C:20]1(B(O)O)[CH:25]=[CH:24][CH:23]=[CH:22][CH:21]=1.C(=O)([O-])[O-].[K+].[K+], predict the reaction product.